Dataset: NCI-60 drug combinations with 297,098 pairs across 59 cell lines. Task: Regression. Given two drug SMILES strings and cell line genomic features, predict the synergy score measuring deviation from expected non-interaction effect. (1) Drug 1: CN1CCC(CC1)COC2=C(C=C3C(=C2)N=CN=C3NC4=C(C=C(C=C4)Br)F)OC. Drug 2: N.N.Cl[Pt+2]Cl. Cell line: SNB-19. Synergy scores: CSS=4.25, Synergy_ZIP=-0.159, Synergy_Bliss=1.76, Synergy_Loewe=-3.47, Synergy_HSA=-0.781. (2) Drug 2: CC1C(C(CC(O1)OC2CC(CC3=C2C(=C4C(=C3O)C(=O)C5=CC=CC=C5C4=O)O)(C(=O)C)O)N)O. Synergy scores: CSS=69.8, Synergy_ZIP=-8.67, Synergy_Bliss=-4.58, Synergy_Loewe=-2.96, Synergy_HSA=-0.767. Cell line: UACC62. Drug 1: C1=NC2=C(N=C(N=C2N1C3C(C(C(O3)CO)O)F)Cl)N. (3) Drug 1: C1=NC2=C(N=C(N=C2N1C3C(C(C(O3)CO)O)O)F)N. Drug 2: CNC(=O)C1=NC=CC(=C1)OC2=CC=C(C=C2)NC(=O)NC3=CC(=C(C=C3)Cl)C(F)(F)F. Cell line: NCIH23. Synergy scores: CSS=10.0, Synergy_ZIP=2.45, Synergy_Bliss=8.74, Synergy_Loewe=-4.97, Synergy_HSA=2.19.